From a dataset of Reaction yield outcomes from USPTO patents with 853,638 reactions. Predict the reaction yield, written as a fraction of the theoretical maximum amount of product (1.0 means a 100% yield; for example, 0.34 means a 34% yield). The reactants are [I:1][C:2]1[CH:12]=[N:11][C:5]2[NH:6][CH2:7][C:8](=[O:10])[NH:9][C:4]=2[CH:3]=1.[F:13][C:14]1[C:15]([C:22]([F:25])([F:24])[F:23])=[C:16]([CH:19]=[CH:20][CH:21]=1)[CH2:17]Br. No catalyst specified. The product is [F:13][C:14]1[C:15]([C:22]([F:23])([F:24])[F:25])=[C:16]([CH:19]=[CH:20][CH:21]=1)[CH2:17][N:9]1[C:8](=[O:10])[CH2:7][NH:6][C:5]2[N:11]=[CH:12][C:2]([I:1])=[CH:3][C:4]1=2. The yield is 0.540.